This data is from Peptide-MHC class I binding affinity with 185,985 pairs from IEDB/IMGT. The task is: Regression. Given a peptide amino acid sequence and an MHC pseudo amino acid sequence, predict their binding affinity value. This is MHC class I binding data. (1) The peptide sequence is RASSGDSSF. The MHC is HLA-B15:03 with pseudo-sequence HLA-B15:03. The binding affinity (normalized) is 0.720. (2) The peptide sequence is EPEVANLDI. The MHC is HLA-B51:01 with pseudo-sequence HLA-B51:01. The binding affinity (normalized) is 0.0107.